From a dataset of Forward reaction prediction with 1.9M reactions from USPTO patents (1976-2016). Predict the product of the given reaction. (1) Given the reactants N1C2C(=NC=CC=2)N([O:10][C:11]2[C:20]3[C:15](=[CH:16][CH:17]=[CH:18][CH:19]=3)[N:14]=[CH:13][N:12]=2)N=1.[C:21]([C:23]1[CH:28]=[CH:27][C:26](B(O)O)=[CH:25][CH:24]=1)#[N:22].C([O-])([O-])=O.[Cs+].[Cs+], predict the reaction product. The product is: [N:14]1[C:15]2[C:20](=[CH:19][CH:18]=[CH:17][CH:16]=2)[C:11]([O:10][C:26]2[CH:27]=[CH:28][C:23]([C:21]#[N:22])=[CH:24][CH:25]=2)=[N:12][CH:13]=1. (2) Given the reactants [CH3:1][O:2][C:3]([CH:5]1[CH2:10][CH2:9][CH:8]([C:11](=O)[CH2:12][C:13]([O:15]CC)=O)[CH2:7][CH2:6]1)=[O:4].[NH2:19][C:20]1[CH:24]=[CH:23][NH:22][N:21]=1, predict the reaction product. The product is: [CH3:1][O:2][C:3]([CH:5]1[CH2:6][CH2:7][CH:8]([C:11]2[CH:12]=[C:13]([OH:15])[N:21]3[N:22]=[CH:23][CH:24]=[C:20]3[N:19]=2)[CH2:9][CH2:10]1)=[O:4].